This data is from Forward reaction prediction with 1.9M reactions from USPTO patents (1976-2016). The task is: Predict the product of the given reaction. (1) The product is: [CH3:14][C:5]1[NH:6][C:7]2[C:3]([C:4]=1[CH3:15])=[C:2]([C:28]1[CH:29]=[CH:24][CH:25]=[C:26]([S:30]([CH:33]=[CH2:34])(=[O:31])=[O:32])[CH:27]=1)[CH:10]=[CH:9][C:8]=2[C:11]([NH2:13])=[O:12]. Given the reactants Br[C:2]1[CH:10]=[CH:9][C:8]([C:11]([NH2:13])=[O:12])=[C:7]2[C:3]=1[C:4]([CH3:15])=[C:5]([CH3:14])[NH:6]2.CC1(C)C(C)(C)OB([C:24]2[CH:29]=[CH:28][CH:27]=[C:26]([S:30]([CH:33]=[CH2:34])(=[O:32])=[O:31])[CH:25]=2)O1.[O-]P([O-])([O-])=O.[K+].[K+].[K+], predict the reaction product. (2) Given the reactants [Cl:1][C:2]1[C:7]([N+:8]([O-:10])=[O:9])=[C:6](Cl)[CH:5]=[C:4]([CH3:12])[N:3]=1.C(N(CC)CC)C.[CH2:20]([NH2:27])[C:21]1[CH:26]=[CH:25][CH:24]=[CH:23][CH:22]=1, predict the reaction product. The product is: [CH2:20]([NH:27][C:6]1[CH:5]=[C:4]([CH3:12])[N:3]=[C:2]([Cl:1])[C:7]=1[N+:8]([O-:10])=[O:9])[C:21]1[CH:26]=[CH:25][CH:24]=[CH:23][CH:22]=1. (3) Given the reactants CN(C(ON1N=NC2C=CC=NC1=2)=[N+](C)C)C.F[P-](F)(F)(F)(F)F.[N+:25]([C:28]1[CH:33]=[CH:32][C:31]([N:34]2[CH2:39][CH2:38][NH:37][CH2:36][CH2:35]2)=[CH:30][CH:29]=1)([O-:27])=[O:26].[Cl:40][C:41]1[C:42]([C:51]([F:54])([F:53])[F:52])=[N:43][N:44]([CH2:47][C:48](O)=[O:49])[C:45]=1[CH3:46], predict the reaction product. The product is: [Cl:40][C:41]1[C:42]([C:51]([F:53])([F:52])[F:54])=[N:43][N:44]([CH2:47][C:48]([N:37]2[CH2:38][CH2:39][N:34]([C:31]3[CH:30]=[CH:29][C:28]([N+:25]([O-:27])=[O:26])=[CH:33][CH:32]=3)[CH2:35][CH2:36]2)=[O:49])[C:45]=1[CH3:46]. (4) Given the reactants C([O:5][C:6](=[O:38])[C@@H:7]([NH:9][C:10]([C:12]1[N:16]2[C@@:17]([CH2:30][C:31]3[CH:36]=[CH:35][C:34]([Br:37])=[CH:33][CH:32]=3)([CH3:29])[C:18](=[O:28])[N:19]([C:20]3[CH:25]=[C:24]([Cl:26])[CH:23]=[C:22]([Cl:27])[CH:21]=3)[C:15]2=[N:14][CH:13]=1)=[O:11])[CH3:8])(C)(C)C.C(O)(C(F)(F)F)=O, predict the reaction product. The product is: [Br:37][C:34]1[CH:33]=[CH:32][C:31]([CH2:30][C@@:17]2([CH3:29])[N:16]3[C:12]([C:10]([NH:9][C@@H:7]([CH3:8])[C:6]([OH:38])=[O:5])=[O:11])=[CH:13][N:14]=[C:15]3[N:19]([C:20]3[CH:21]=[C:22]([Cl:27])[CH:23]=[C:24]([Cl:26])[CH:25]=3)[C:18]2=[O:28])=[CH:36][CH:35]=1. (5) Given the reactants [H-].[Al+3].[Li+].[H-].[H-].[H-].[NH2:7][C:8]1[CH:15]=[CH:14][C:11]([C:12]#[N:13])=[CH:10][C:9]=1[Cl:16].[OH-].[Na+], predict the reaction product. The product is: [NH2:7][C:8]1[CH:15]=[CH:14][C:11]([CH2:12][NH2:13])=[CH:10][C:9]=1[Cl:16]. (6) Given the reactants [Cl:1][C:2]1[CH:35]=[CH:34][CH:33]=[C:32]([Cl:36])[C:3]=1[CH2:4][CH2:5][NH:6][C:7]([C:9]1[CH:31]=[CH:30][C:12]([O:13][C:14]2[CH:19]=[CH:18][C:17]([CH2:20][C:21]([O:23]C(C)(C)C)=[O:22])=[CH:16][C:15]=2[C:28]#[N:29])=[CH:11][CH:10]=1)=[O:8].C(O)(C(F)(F)F)=O, predict the reaction product. The product is: [C:28]([C:15]1[CH:16]=[C:17]([CH2:20][C:21]([OH:23])=[O:22])[CH:18]=[CH:19][C:14]=1[O:13][C:12]1[CH:30]=[CH:31][C:9]([C:7](=[O:8])[NH:6][CH2:5][CH2:4][C:3]2[C:2]([Cl:1])=[CH:35][CH:34]=[CH:33][C:32]=2[Cl:36])=[CH:10][CH:11]=1)#[N:29]. (7) Given the reactants N1[CH:6]=[CH:5]C=CC=1.[CH2:7]([C:9]1([OH:12])[CH2:11][CH2:10]1)[CH3:8].[Br:13][CH2:14][C:15](Br)=[O:16], predict the reaction product. The product is: [Br:13][CH2:14][C:15]([O:12][C:9]1([CH2:7][CH3:8])[CH2:11][CH2:10][CH2:6][CH2:5]1)=[O:16]. (8) Given the reactants [CH2:1]([OH:6])[CH2:2][CH2:3][CH2:4][OH:5].C(N(C(C)C)CC)(C)C.[C:16]([Si:20](Cl)([C:27]1[CH:32]=[CH:31][CH:30]=[CH:29][CH:28]=1)[C:21]1[CH:26]=[CH:25][CH:24]=[CH:23][CH:22]=1)([CH3:19])([CH3:18])[CH3:17].N#N, predict the reaction product. The product is: [C:16]([Si:20]([C:27]1[CH:32]=[CH:31][CH:30]=[CH:29][CH:28]=1)([C:21]1[CH:22]=[CH:23][CH:24]=[CH:25][CH:26]=1)[O:5][CH2:4][CH2:3][CH2:2][CH2:1][OH:6])([CH3:19])([CH3:17])[CH3:18]. (9) Given the reactants C(OC([NH:8][N:9]=[C:10]([C:19]1[C:20](OC2C=CC(F)=CC=2F)=[N:21][C:22]([O:25][C:26]2[CH:31]=[CH:30][C:29]([F:32])=[CH:28][C:27]=2[F:33])=[N:23][CH:24]=1)[NH:11][C@H:12]([CH3:18])[CH2:13][S:14]([CH3:17])(=[O:16])=[O:15])=O)(C)(C)C.C(=O)(O)[O-].[Na+], predict the reaction product. The product is: [F:33][C:27]1[CH:28]=[C:29]([F:32])[CH:30]=[CH:31][C:26]=1[O:25][C:22]1[N:21]=[C:20]2[NH:8][N:9]=[C:10]([NH:11][C@H:12]([CH3:18])[CH2:13][S:14]([CH3:17])(=[O:15])=[O:16])[C:19]2=[CH:24][N:23]=1.